Dataset: Full USPTO retrosynthesis dataset with 1.9M reactions from patents (1976-2016). Task: Predict the reactants needed to synthesize the given product. (1) Given the product [Br:1][C:2]1[CH:3]=[C:4]2[C:9](=[CH:10][CH:11]=1)[C:8](=[O:12])[N:7]([CH2:13][C:14]1[CH:15]=[CH:16][C:17]([S:20]([NH:23][C:41](=[O:44])[O:42][CH3:43])(=[O:21])=[O:22])=[CH:18][CH:19]=1)[C:6]([C:24](=[O:27])[CH2:25][CH3:26])=[C:5]2[C:28]1[CH:29]=[CH:30][CH:31]=[CH:32][CH:33]=1, predict the reactants needed to synthesize it. The reactants are: [Br:1][C:2]1[CH:3]=[C:4]2[C:9](=[CH:10][CH:11]=1)[C:8](=[O:12])[N:7]([CH2:13][C:14]1[CH:19]=[CH:18][C:17]([S:20]([NH2:23])(=[O:22])=[O:21])=[CH:16][CH:15]=1)[C:6]([C:24](=[O:27])[CH2:25][CH3:26])=[C:5]2[C:28]1[CH:33]=[CH:32][CH:31]=[CH:30][CH:29]=1.C(N(CC)CC)C.[C:41](Cl)(=[O:44])[O:42][CH3:43]. (2) Given the product [C:1]([O:5][C:6]([N:8]1[C:16]2[C:11](=[CH:12][C:13]([N:22]3[CH2:23][CH2:24][N:19]([CH3:18])[CH2:20][CH2:21]3)=[CH:14][CH:15]=2)[CH:10]=[CH:9]1)=[O:7])([CH3:4])([CH3:3])[CH3:2], predict the reactants needed to synthesize it. The reactants are: [C:1]([O:5][C:6]([N:8]1[C:16]2[C:11](=[CH:12][C:13](I)=[CH:14][CH:15]=2)[CH:10]=[CH:9]1)=[O:7])([CH3:4])([CH3:3])[CH3:2].[CH3:18][N:19]1[CH2:24][CH2:23][NH:22][CH2:21][CH2:20]1.C(=O)([O-])[O-].[Cs+].[Cs+].O. (3) Given the product [OH:8][C:9]1[CH:34]=[N:33][C:12]2[N:13]=[C:14]([N:20]3[CH2:23][CH:22]([N:24]([CH3:32])[C:25](=[O:31])[O:26][C:27]([CH3:29])([CH3:30])[CH3:28])[CH2:21]3)[C:15]3[N:16]([CH:17]=[N:18][N:19]=3)[C:11]=2[CH:10]=1, predict the reactants needed to synthesize it. The reactants are: C([O:8][C:9]1[CH:34]=[N:33][C:12]2[N:13]=[C:14]([N:20]3[CH2:23][CH:22]([N:24]([CH3:32])[C:25](=[O:31])[O:26][C:27]([CH3:30])([CH3:29])[CH3:28])[CH2:21]3)[C:15]3[N:16]([CH:17]=[N:18][N:19]=3)[C:11]=2[CH:10]=1)C1C=CC=CC=1.[H][H]. (4) Given the product [NH2:1][C:4]1[CH:5]=[N:6][C:7]2[C:12]([C:13]=1[NH:14][CH:15]([CH3:22])[CH2:16][C:17]([O:19][CH2:20][CH3:21])=[O:18])=[CH:11][CH:10]=[CH:9][CH:8]=2, predict the reactants needed to synthesize it. The reactants are: [N+:1]([C:4]1[CH:5]=[N:6][C:7]2[C:12]([C:13]=1[NH:14][CH:15]([CH3:22])[CH2:16][C:17]([O:19][CH2:20][CH3:21])=[O:18])=[CH:11][CH:10]=[CH:9][CH:8]=2)([O-])=O. (5) The reactants are: [CH3:1][CH2:2][CH2:3][CH2:4][N:5]1[CH:10]([C:11]([NH:13][C:14]2[C:15]([CH3:21])=[CH:16][CH:17]=[CH:18][C:19]=2[CH3:20])=[O:12])[CH2:9][CH2:8][CH2:7][CH2:6]1.[OH:22][C:23]1[C:32]2[C:27](=[CH:28][CH:29]=[CH:30][CH:31]=2)[CH:26]=[CH:25][C:24]=1[C:33]([OH:35])=[O:34]. Given the product [OH:22][C:23]1[C:32]2[C:27](=[CH:28][CH:29]=[CH:30][CH:31]=2)[CH:26]=[CH:25][C:24]=1[C:33]([O-:35])=[O:34].[CH2:4]([NH+:5]1[CH2:6][CH2:7][CH2:8][CH2:9][CH:10]1[C:11](=[O:12])[NH:13][C:14]1[C:19]([CH3:20])=[CH:18][CH:17]=[CH:16][C:15]=1[CH3:21])[CH2:3][CH2:2][CH3:1], predict the reactants needed to synthesize it. (6) Given the product [CH2:1]([O:8][CH2:9][C@H:10]1[O:15][C@@H:14]([CH3:16])[CH2:13][NH:12][CH2:11]1)[C:2]1[CH:3]=[CH:4][CH:5]=[CH:6][CH:7]=1, predict the reactants needed to synthesize it. The reactants are: [CH2:1]([O:8][CH2:9][C@H:10]1[O:15][C@@H:14]([CH3:16])[CH2:13][N:12](CC2C=CC(OC)=CC=2OC)[CH2:11]1)[C:2]1[CH:7]=[CH:6][CH:5]=[CH:4][CH:3]=1.ClC(OC(Cl)C)=O.CO. (7) Given the product [CH3:1][N:2]1[CH2:7][CH2:6][N:5]([C:8]2[N:13]=[CH:12][N:11]=[C:10]([NH:14][C:18]3[S:19][C:20]([C:23]#[N:24])=[CH:21][N:22]=3)[CH:9]=2)[CH2:4][CH2:3]1, predict the reactants needed to synthesize it. The reactants are: [CH3:1][N:2]1[CH2:7][CH2:6][N:5]([C:8]2[N:13]=[CH:12][N:11]=[C:10]([NH2:14])[CH:9]=2)[CH2:4][CH2:3]1.[H-].[Na+].Cl[C:18]1[S:19][C:20]([C:23]#[N:24])=[CH:21][N:22]=1.